This data is from Reaction yield outcomes from USPTO patents with 853,638 reactions. The task is: Predict the reaction yield, written as a fraction of the theoretical maximum amount of product (1.0 means a 100% yield; for example, 0.34 means a 34% yield). The yield is 0.260. The reactants are [F:1][C:2]1[CH:29]=CC(F)=C[C:3]=1[CH2:4][N:5]1[C:13]2[C:8](=[C:9]([F:14])[CH:10]=[CH:11][CH:12]=2)[C:7]([C:15]2[CH:24]=[CH:23][C:18]([C:19]([O:21]C)=[O:20])=[CH:17][C:16]=2[F:25])=[N:6]1.[CH2:31]1[CH2:35][O:34][CH2:33][CH2:32]1.[OH-].[Li+]. The catalyst is CO. The product is [F:25][C:16]1[CH:17]=[C:18]([CH:23]=[CH:24][C:15]=1[C:7]1[C:8]2[C:13](=[CH:12][CH:11]=[CH:10][C:9]=2[F:14])[N:5]([CH2:4][C:3]2[C:35]([O:34][CH3:33])=[CH:31][CH:32]=[CH:29][C:2]=2[F:1])[N:6]=1)[C:19]([OH:21])=[O:20].